This data is from Forward reaction prediction with 1.9M reactions from USPTO patents (1976-2016). The task is: Predict the product of the given reaction. (1) Given the reactants [CH2:1]([CH:6]=[O:7])[CH2:2][C:3]([OH:5])=[O:4].CC([C@@H](O)C(NCCC(NCCS)=O)=O)(COP(OP(OC[C@H]1O[C@@H](N2C3N=CN=C(N)C=3N=C2)[C@H](O)[C@@H]1OP(O)(O)=O)(O)=O)(O)=O)C.C(SCCNC(=O)CCNC(=O)[C@H](O)C(C)(C)COP(O)(=O)OP(O)(=O)OC[C@H]1O[C@@H](N2C3N=CN=C(N)C=3N=C2)[C@H](O)[C@@H]1OP(O)(O)=O)(=O)CC[C:59]([OH:61])=[O:60], predict the reaction product. The product is: [CH2:1]([CH:6]=[O:7])[CH2:2][C:3]([OH:5])=[O:4].[O:7]=[C:6]([CH2:1][CH2:2][C:3]([O-:5])=[O:4])[C:59]([O-:61])=[O:60]. (2) Given the reactants [C:1]([N:5]=[C:6]=[S:7])([CH3:4])([CH3:3])[CH3:2].C(N(CC)CC)C.Cl.[NH2:16][C@H:17]([CH2:20][C:21]1[CH:25]=[CH:24][S:23][CH:22]=1)[CH2:18][OH:19], predict the reaction product. The product is: [C:1]([NH:5][C:6]([NH:16][C@H:17]([CH2:20][C:21]1[CH:25]=[CH:24][S:23][CH:22]=1)[CH2:18][OH:19])=[S:7])([CH3:4])([CH3:3])[CH3:2]. (3) The product is: [CH:57]1([NH:60][CH:61]2[CH2:66][CH2:65][N:64]([C:32](=[O:33])[CH2:31][CH2:30][C:26]3[C:25]([CH3:35])=[C:24](/[CH:23]=[C:16]4\[C:17](=[O:22])[NH:18][C:19]5[C:15]\4=[CH:14][C:13]([S:10]([CH2:9][C:3]4[C:2]([Cl:1])=[CH:7][CH:6]=[CH:5][C:4]=4[Cl:8])(=[O:11])=[O:12])=[CH:21][CH:20]=5)[NH:28][C:27]=3[CH3:29])[CH2:63][CH2:62]2)[CH2:59][CH2:58]1. Given the reactants [Cl:1][C:2]1[CH:7]=[CH:6][CH:5]=[C:4]([Cl:8])[C:3]=1[CH2:9][S:10]([C:13]1[CH:14]=[C:15]2[C:19](=[CH:20][CH:21]=1)[NH:18][C:17](=[O:22])/[C:16]/2=[CH:23]\[C:24]1[NH:28][C:27]([CH3:29])=[C:26]([CH2:30][CH2:31][C:32](O)=[O:33])[C:25]=1[CH3:35])(=[O:12])=[O:11].CCN=C=NCCCN(C)C.C1C=CC2N(O)N=NC=2C=1.[CH:57]1([NH:60][CH:61]2[CH2:66][CH2:65][NH:64][CH2:63][CH2:62]2)[CH2:59][CH2:58]1.C([O-])(O)=O.[Na+], predict the reaction product.